This data is from Peptide-MHC class I binding affinity with 185,985 pairs from IEDB/IMGT. The task is: Regression. Given a peptide amino acid sequence and an MHC pseudo amino acid sequence, predict their binding affinity value. This is MHC class I binding data. The peptide sequence is IVNTTYDFLA. The MHC is HLA-A02:03 with pseudo-sequence HLA-A02:03. The binding affinity (normalized) is 0.166.